This data is from Forward reaction prediction with 1.9M reactions from USPTO patents (1976-2016). The task is: Predict the product of the given reaction. (1) Given the reactants CC1C=CC(S(O[CH2:12][CH2:13][N:14]2[CH:18]=[CH:17][CH:16]=[N:15]2)(=O)=O)=CC=1.[N-:19]=[N+:20]=[N-:21].[Na+], predict the reaction product. The product is: [N:19]([CH2:12][CH2:13][N:14]1[CH:18]=[CH:17][CH:16]=[N:15]1)=[N+:20]=[N-:21]. (2) Given the reactants [CH3:1][O:2][C:3]1[CH:4]=[C:5]([CH2:9][CH2:10]O)[CH:6]=[CH:7][CH:8]=1.C1C=CC(P(C2C=CC=CC=2)C2C=CC=CC=2)=CC=1.C(Br)(Br)(Br)[Br:32], predict the reaction product. The product is: [Br:32][CH2:10][CH2:9][C:5]1[CH:6]=[CH:7][CH:8]=[C:3]([O:2][CH3:1])[CH:4]=1. (3) Given the reactants Cl[CH2:2][C:3]1[CH:8]=[CH:7][C:6]([O:9][CH3:10])=[CH:5][CH:4]=1.[N-:11]=[N+:12]=[N-:13].[Na+], predict the reaction product. The product is: [N:11]([CH2:2][C:3]1[CH:8]=[CH:7][C:6]([O:9][CH3:10])=[CH:5][CH:4]=1)=[N+:12]=[N-:13]. (4) Given the reactants [Cl:1][C:2]1[S:6][C:5]([CH2:7][N:8]2[C:12]3=[CH:13][N:14]=[CH:15][CH:16]=[C:11]3[C:10]([CH:17]3[CH2:22][CH2:21][NH:20][CH2:19][CH2:18]3)=[CH:9]2)=[CH:4][CH:3]=1.[CH2:23]([O:25][C:26](=[O:37])[C:27]1[CH:32]=[C:31]([CH2:33]Br)[CH:30]=[CH:29][C:28]=1[O:35][CH3:36])[CH3:24], predict the reaction product. The product is: [CH2:23]([O:25][C:26](=[O:37])[C:27]1[CH:32]=[C:31]([CH2:33][N:20]2[CH2:19][CH2:18][CH:17]([C:10]3[C:11]4[C:12](=[CH:13][N:14]=[CH:15][CH:16]=4)[N:8]([CH2:7][C:5]4[S:6][C:2]([Cl:1])=[CH:3][CH:4]=4)[CH:9]=3)[CH2:22][CH2:21]2)[CH:30]=[CH:29][C:28]=1[O:35][CH3:36])[CH3:24]. (5) Given the reactants [CH2:1]([N:8]1[CH:12]=[C:11](B2OC(C)(C)C(C)(C)O2)[CH:10]=[N:9]1)[C:2]1[CH:7]=[CH:6][CH:5]=[CH:4][CH:3]=1.CO[C@@H]1[C@@H](C(OC)=O)[C@@H:36]2[C@@H:27]([CH2:28][N:29]3[C@H:34]([CH2:35]2)C2NC4C=C(OC)C=CC=4C=2CC3)[CH2:26][C@H]1OC(C1C=C(OC)C(OC)=C(OC)C=1)=O.C(#[N:68])C, predict the reaction product. The product is: [CH2:1]([N:8]1[CH:12]=[C:11]([C:28]2[N:29]=[CH:34][CH:35]=[CH:36][C:27]=2[C:26]#[N:68])[CH:10]=[N:9]1)[C:2]1[CH:3]=[CH:4][CH:5]=[CH:6][CH:7]=1. (6) The product is: [F:1][C:2]1[CH:7]=[C:6]([C:8]([OH:10])=[O:9])[CH:5]=[CH:4][C:3]=1[C:12]1[CH:13]=[CH:14][C:15]([O:18][CH2:19][CH:20]2[CH2:21][CH2:22][N:23]([CH2:26][C:27]3([C:31]([F:34])([F:32])[F:33])[CH2:30][CH2:29][CH2:28]3)[CH2:24][CH2:25]2)=[CH:16][CH:17]=1. Given the reactants [F:1][C:2]1[CH:7]=[C:6]([C:8]([O:10]C)=[O:9])[CH:5]=[CH:4][C:3]=1[C:12]1[CH:17]=[CH:16][C:15]([O:18][CH2:19][CH:20]2[CH2:25][CH2:24][N:23]([CH2:26][C:27]3([C:31]([F:34])([F:33])[F:32])[CH2:30][CH2:29][CH2:28]3)[CH2:22][CH2:21]2)=[CH:14][CH:13]=1.O[Li].O, predict the reaction product. (7) Given the reactants [CH3:1][C:2]1[CH:7]=[CH:6][CH:5]=[C:4]([CH3:8])[C:3]=1[C:9]1[C:17]2[O:16][CH:15]([CH2:18][NH2:19])[CH2:14][C:13]=2[CH:12]=[CH:11][CH:10]=1.C(N(C(C)C)CC)(C)C.Cl[C:30]([O:32][CH2:33][C:34]1[CH:39]=[CH:38][CH:37]=[CH:36][CH:35]=1)=[O:31].C(OC(=O)NCC1CC2C=CC=C(C3CCCC3)C=2O1)C1C=CC=CC=1, predict the reaction product. The product is: [CH2:33]([O:32][C:30](=[O:31])[NH:19][CH2:18][CH:15]1[CH2:14][C:13]2[CH:12]=[CH:11][CH:10]=[C:9]([C:3]3[C:4]([CH3:8])=[CH:5][CH:6]=[CH:7][C:2]=3[CH3:1])[C:17]=2[O:16]1)[C:34]1[CH:39]=[CH:38][CH:37]=[CH:36][CH:35]=1. (8) Given the reactants [CH3:1][C:2]1([CH3:12])[O:6][C:5](=[CH:7][C:8](Cl)=[O:9])[C:4](=[O:11])[O:3]1.[CH3:13][O:14][C:15]1[CH:24]=[CH:23][C:18]([CH2:19][NH:20][O:21][CH3:22])=[CH:17][CH:16]=1, predict the reaction product. The product is: [CH3:1][C:2]1([CH3:12])[O:6][C:5](=[CH:7][C:8]([N:20]([O:21][CH3:22])[CH2:19][C:18]2[CH:23]=[CH:24][C:15]([O:14][CH3:13])=[CH:16][CH:17]=2)=[O:9])[C:4](=[O:11])[O:3]1. (9) Given the reactants CCN(C(C)C)C(C)C.[CH3:10][C:11]1[N:16]=[C:15]([C:17]([OH:19])=O)[CH:14]=[CH:13][CH:12]=1.ClC(OCC(C)C)=O.Cl.[CH3:29][NH:30][O:31][CH3:32], predict the reaction product. The product is: [CH3:32][O:31][N:30]([CH3:29])[C:17]([C:15]1[CH:14]=[CH:13][CH:12]=[C:11]([CH3:10])[N:16]=1)=[O:19]. (10) Given the reactants [CH2:1]([N:3]([CH2:33][CH3:34])[CH2:4]/[CH:5]=[CH:6]/[C:7]1[CH:12]=[C:11]([F:13])[CH:10]=[CH:9][C:8]=1[S:14]([NH:17][C:18]1[C:27]([C:28]([OH:30])=[O:29])=[C:26]2[C:21]([CH:22]3[CH2:31][CH:23]3[CH2:24][O:25]2)=[C:20]([F:32])[CH:19]=1)(=[O:16])=[O:15])[CH3:2], predict the reaction product. The product is: [CH2:33]([N:3]([CH2:1][CH3:2])[CH2:4][CH2:5][CH2:6][C:7]1[CH:12]=[C:11]([F:13])[CH:10]=[CH:9][C:8]=1[S:14]([NH:17][C:18]1[C:27]([C:28]([OH:30])=[O:29])=[C:26]2[C:21]([CH:22]3[CH2:31][CH:23]3[CH2:24][O:25]2)=[C:20]([F:32])[CH:19]=1)(=[O:16])=[O:15])[CH3:34].